Dataset: Full USPTO retrosynthesis dataset with 1.9M reactions from patents (1976-2016). Task: Predict the reactants needed to synthesize the given product. (1) Given the product [Si:1]([O:18][C@H:19]([CH2:32][CH2:33][CH2:34][CH2:35][CH2:36][CH3:37])[CH2:20]/[CH:21]=[CH:22]\[CH2:23][CH2:24][CH2:25][CH2:26][CH2:27][CH2:28][CH2:29][CH:30]=[O:31])([C:14]([CH3:16])([CH3:17])[CH3:15])([C:8]1[CH:9]=[CH:10][CH:11]=[CH:12][CH:13]=1)[C:2]1[CH:3]=[CH:4][CH:5]=[CH:6][CH:7]=1, predict the reactants needed to synthesize it. The reactants are: [Si:1]([O:18][C@H:19]([CH2:32][CH2:33][CH2:34][CH2:35][CH2:36][CH3:37])[CH2:20]/[CH:21]=[CH:22]\[CH2:23][CH2:24][CH2:25][CH2:26][CH2:27][CH2:28][CH2:29][CH2:30][OH:31])([C:14]([CH3:17])([CH3:16])[CH3:15])([C:8]1[CH:13]=[CH:12][CH:11]=[CH:10][CH:9]=1)[C:2]1[CH:7]=[CH:6][CH:5]=[CH:4][CH:3]=1.[Cr](Cl)([O-])(=O)=O.[NH+]1C=CC=CC=1.C(=O)([O-])[O-].[Na+].[Na+]. (2) Given the product [N:31]1([S:28]([N:5]([CH2:4][C:3]([OH:36])=[O:2])[CH2:6][C:7]2[CH:12]=[CH:11][C:10]([O:13][CH2:14][C:15]3[N:16]=[C:17]([C:21]4[CH:22]=[CH:23][C:24]([CH3:27])=[CH:25][CH:26]=4)[O:18][C:19]=3[CH3:20])=[CH:9][CH:8]=2)(=[O:29])=[O:30])[CH2:35][CH2:34][CH2:33][CH2:32]1, predict the reactants needed to synthesize it. The reactants are: C[O:2][C:3](=[O:36])[CH2:4][N:5]([S:28]([N:31]1[CH2:35][CH2:34][CH2:33][CH2:32]1)(=[O:30])=[O:29])[CH2:6][C:7]1[CH:12]=[CH:11][C:10]([O:13][CH2:14][C:15]2[N:16]=[C:17]([C:21]3[CH:26]=[CH:25][C:24]([CH3:27])=[CH:23][CH:22]=3)[O:18][C:19]=2[CH3:20])=[CH:9][CH:8]=1.O.[OH-].[Li+].